From a dataset of Forward reaction prediction with 1.9M reactions from USPTO patents (1976-2016). Predict the product of the given reaction. (1) Given the reactants [Br:1][C:2]1[CH:7]=[CH:6][C:5]([C:8]2[O:17][C:11]3[N:12]=[CH:13][N:14]=[C:15](Cl)[C:10]=3[C:9]=2[C:18]2[CH:23]=[CH:22][C:21]([F:24])=[CH:20][CH:19]=2)=[CH:4][CH:3]=1.[OH:25][CH:26]1[CH2:31][CH2:30][NH:29][CH2:28][CH2:27]1, predict the reaction product. The product is: [Br:1][C:2]1[CH:7]=[CH:6][C:5]([C:8]2[O:17][C:11]3[N:12]=[CH:13][N:14]=[C:15]([N:29]4[CH2:30][CH2:31][CH:26]([OH:25])[CH2:27][CH2:28]4)[C:10]=3[C:9]=2[C:18]2[CH:23]=[CH:22][C:21]([F:24])=[CH:20][CH:19]=2)=[CH:4][CH:3]=1. (2) The product is: [NH2:1][C@H:2]1[C@@H:7]([NH:8][C:9]([C:11]2[NH:12][C:13]([CH3:18])=[C:14]([Cl:17])[C:15]=2[Cl:16])=[O:10])[CH2:6][CH2:5][N:4]([C:19]2[S:20][C:21]([C:24]([OH:26])=[O:25])=[CH:22][N:23]=2)[CH2:3]1. Given the reactants [NH2:1][C@H:2]1[C@@H:7]([NH:8][C:9]([C:11]2[NH:12][C:13]([CH3:18])=[C:14]([Cl:17])[C:15]=2[Cl:16])=[O:10])[CH2:6][CH2:5][N:4]([C:19]2[S:20][C:21]([C:24]([O:26]C)=[O:25])=[CH:22][N:23]=2)[CH2:3]1.[OH-].[Na+], predict the reaction product. (3) Given the reactants [CH3:1][C:2]1[C:10]([O:11][C@@H:12]2[CH2:17][CH2:16][CH2:15][C@H:14]([NH2:18])[CH2:13]2)=[CH:9][CH:8]=[C:7]2[C:3]=1[CH:4]=[N:5][N:6]2[CH:19]1[CH2:24][CH2:23][CH2:22][CH2:21][O:20]1.Br[CH2:26][CH2:27][O:28][CH2:29][CH2:30]Br.C(=O)([O-])[O-].[K+].[K+].[OH-].[Na+], predict the reaction product. The product is: [CH3:1][C:2]1[C:10]([O:11][C@H:12]2[CH2:17][CH2:16][CH2:15][C@@H:14]([N:18]3[CH2:30][CH2:29][O:28][CH2:27][CH2:26]3)[CH2:13]2)=[CH:9][CH:8]=[C:7]2[C:3]=1[CH:4]=[N:5][N:6]2[CH:19]1[CH2:24][CH2:23][CH2:22][CH2:21][O:20]1. (4) The product is: [CH2:16]([O:15][C:9](=[O:14])[CH2:10][C:11]([NH:6][C:5]1[CH:7]=[CH:8][C:2]([Cl:1])=[CH:3][CH:4]=1)=[O:12])[CH3:17]. Given the reactants [Cl:1][C:2]1[CH:8]=[CH:7][C:5]([NH2:6])=[CH:4][CH:3]=1.[C:9]([O:15][CH2:16][CH3:17])(=[O:14])[CH2:10][C:11]([O-])=[O:12].[K+].ON1C2C=CC=CC=2N=N1.Cl.CN(C)CCCN=C=NCC, predict the reaction product. (5) Given the reactants [CH:1]1([CH2:6][CH:7]([N:11]2[C:19]3[C:14](=[CH:15][C:16]([O:20][CH3:21])=[CH:17][CH:18]=3)[C:13](=[O:22])[C:12]2=[O:23])[C:8]([OH:10])=O)[CH2:5][CH2:4][CH2:3][CH2:2]1.[S:24]1[CH:28]=[CH:27][N:26]=[C:25]1[NH2:29].C(N(CC)C(C)C)(C)C.F[P-](F)(F)(F)(F)F.N1(O[P+](N(C)C)(N(C)C)N(C)C)C2C=CC=CC=2N=N1, predict the reaction product. The product is: [CH:1]1([CH2:6][CH:7]([N:11]2[C:19]3[C:14](=[CH:15][C:16]([O:20][CH3:21])=[CH:17][CH:18]=3)[C:13](=[O:22])[C:12]2=[O:23])[C:8]([NH:29][C:25]2[S:24][CH:28]=[CH:27][N:26]=2)=[O:10])[CH2:5][CH2:4][CH2:3][CH2:2]1. (6) Given the reactants [Cl:1][C:2]1[N:7]=[C:6]([O:8][C:9]2[CH:21]=[CH:20][C:12]([CH2:13][C@H:14]3[CH2:18][O:17][C:16](=[O:19])[NH:15]3)=[CH:11][CH:10]=2)[CH:5]=[CH:4][CH:3]=1.[Cl:22][C:23]1[CH:24]=[C:25]([CH:29]=[CH:30][CH:31]=1)[C@H:26]1[O:28][CH2:27]1.[C:32](=[O:35])([O-:34])[O-].[K+].[K+], predict the reaction product. The product is: [C:16]([OH:19])(=[O:17])[C:32]([OH:34])=[O:35].[Cl:22][C:23]1[CH:24]=[C:25]([C@@H:26]([OH:28])[CH2:27][NH:15][C@@H:14]([CH2:13][C:12]2[CH:11]=[CH:10][C:9]([O:8][C:6]3[CH:5]=[CH:4][CH:3]=[C:2]([Cl:1])[N:7]=3)=[CH:21][CH:20]=2)[CH2:18][OH:17])[CH:29]=[CH:30][CH:31]=1. (7) Given the reactants [F:1][C:2]([F:11])([F:10])[CH:3]1[CH2:8][CH2:7][C:6](=O)[CH2:5][CH2:4]1.C[Si]([N-][Si](C)(C)C)(C)C.[Li+].FC(F)(F)S(N(C1C=CC(Cl)=CN=1)S(C(F)(F)F)(=O)=O)(=O)=O.[CH2:44]([O:46][C:47]([C:49]1[CH:54]=[CH:53][C:52](B(O)O)=[CH:51][CH:50]=1)=[O:48])[CH3:45].C(=O)([O-])[O-].[Na+].[Na+], predict the reaction product. The product is: [F:1][C:2]([F:11])([F:10])[CH:3]1[CH2:8][CH2:7][C:6]([C:52]2[CH:53]=[CH:54][C:49]([C:47]([O:46][CH2:44][CH3:45])=[O:48])=[CH:50][CH:51]=2)=[CH:5][CH2:4]1.